This data is from Reaction yield outcomes from USPTO patents with 853,638 reactions. The task is: Predict the reaction yield, written as a fraction of the theoretical maximum amount of product (1.0 means a 100% yield; for example, 0.34 means a 34% yield). The reactants are [CH3:1][C:2]1[N:6]=[C:5]([CH:7]2[CH2:12][CH2:11][CH2:10][N:9](C(OC(C)(C)C)=O)[CH2:8]2)[O:4][N:3]=1.Cl.C(O)C.CC(OC)(C)C. The catalyst is ClCCl. The product is [CH3:1][C:2]1[N:6]=[C:5]([CH:7]2[CH2:12][CH2:11][CH2:10][NH:9][CH2:8]2)[O:4][N:3]=1. The yield is 0.940.